Predict the product of the given reaction. From a dataset of Forward reaction prediction with 1.9M reactions from USPTO patents (1976-2016). (1) Given the reactants [CH2:1]([O:3][C:4](=[O:37])[C:5]1[CH:10]=[CH:9][C:8]([NH:11][CH:12]2[CH2:17][CH2:16][CH2:15][CH2:14][CH2:13]2)=[C:7]([NH:18][C:19]([C:21]2[CH:22]=[C:23]3[C:28](=[CH:29][CH:30]=2)[N:27]=[CH:26][C:25](C2C=CC=CC=2)=[N:24]3)=O)[CH:6]=1)[CH3:2], predict the reaction product. The product is: [CH2:1]([O:3][C:4]([C:5]1[CH:10]=[CH:9][C:8]2[N:11]([CH:12]3[CH2:17][CH2:16][CH2:15][CH2:14][CH2:13]3)[C:19]([C:21]3[CH:22]=[C:23]4[C:28](=[CH:29][CH:30]=3)[N:27]=[CH:26][C:25]([C:5]3[CH:10]=[CH:9][CH:8]=[CH:7][CH:6]=3)=[N:24]4)=[N:18][C:7]=2[CH:6]=1)=[O:37])[CH3:2]. (2) Given the reactants [OH:1][CH2:2][C:3](=[O:11])[CH2:4][C:5]1[CH:10]=[CH:9][N:8]=[CH:7][CH:6]=1.[CH2:12]([O:14][CH:15](OCC)OCC)[CH3:13].C(OC(=O)C)(=O)C, predict the reaction product. The product is: [CH2:12]([O:14][CH:15]=[C:4]([C:5]1[CH:6]=[CH:7][N:8]=[CH:9][CH:10]=1)[C:3](=[O:11])[CH2:2][OH:1])[CH3:13]. (3) Given the reactants Br[CH2:2][CH2:3][O:4][C:5]1[CH:10]=[CH:9][C:8]([C:11]2[C:15]3[CH:16]=[CH:17][C:18]([F:20])=[CH:19][C:14]=3[O:13][N:12]=2)=[CH:7][CH:6]=1.[CH2:21]1[C:30]2[C:25](=[CH:26][CH:27]=[CH:28][CH:29]=2)[CH2:24][CH2:23][NH:22]1.C(=O)([O-])[O-].[K+].[K+].[I-].[K+], predict the reaction product. The product is: [F:20][C:18]1[CH:17]=[CH:16][C:15]2[C:11]([C:8]3[CH:9]=[CH:10][C:5]([O:4][CH2:3][CH2:2][N:22]4[CH2:23][CH2:24][C:25]5[C:30](=[CH:29][CH:28]=[CH:27][CH:26]=5)[CH2:21]4)=[CH:6][CH:7]=3)=[N:12][O:13][C:14]=2[CH:19]=1. (4) The product is: [CH:1]1([C:6]2[N:7]=[C:13]([OH:14])[CH:12]=[C:11]([C:10]([F:20])([F:19])[F:9])[N:8]=2)[CH2:5][CH2:4][CH2:3][CH2:2]1. Given the reactants [CH:1]1([C:6](=[NH:8])[NH2:7])[CH2:5][CH2:4][CH2:3][CH2:2]1.[F:9][C:10]([F:20])([F:19])[C:11](=O)[CH2:12][C:13](OCC)=[O:14].C[O-].[Na+], predict the reaction product.